Dataset: Reaction yield outcomes from USPTO patents with 853,638 reactions. Task: Predict the reaction yield, written as a fraction of the theoretical maximum amount of product (1.0 means a 100% yield; for example, 0.34 means a 34% yield). (1) The reactants are Cl[CH2:2][C:3]1[N:8]2[C:9]3[CH:10]=[CH:11][CH:12]=[C:13]([F:16])[C:14]=3[CH:15]=[C:7]2[C:6]2[N:17]=[C:18]([C:21]3[C:22]([N:42]([CH3:47])[S:43]([CH3:46])(=[O:45])=[O:44])=[CH:23][C:24]4[O:28][C:27]([C:29]5[CH:34]=[CH:33][C:32]([F:35])=[CH:31][C:30]=5F)=[C:26]([C:37]([NH:39][CH3:40])=[O:38])[C:25]=4[CH:41]=3)[CH:19]=[CH:20][C:5]=2[N:4]=1.[P:48]([O:55]CC)([O:52][CH2:53][CH3:54])[O:49][CH2:50][CH3:51]. No catalyst specified. The product is [F:16][C:13]1[C:14]2[CH:15]=[C:7]3[C:6]4[N:17]=[C:18]([C:21]5[C:22]([N:42]([CH3:47])[S:43]([CH3:46])(=[O:45])=[O:44])=[CH:23][C:24]6[O:28][C:27]([C:29]7[CH:30]=[CH:31][C:32]([F:35])=[CH:33][CH:34]=7)=[C:26]([C:37](=[O:38])[NH:39][CH3:40])[C:25]=6[CH:41]=5)[CH:19]=[CH:20][C:5]=4[N:4]=[C:3]([CH2:2][P:48](=[O:55])([O:52][CH2:53][CH3:54])[O:49][CH2:50][CH3:51])[N:8]3[C:9]=2[CH:10]=[CH:11][CH:12]=1. The yield is 0.174. (2) The reactants are [CH2:1]([O:8][C:9]1[CH:14]=[C:13]([O:15][CH2:16][C:17]2[CH:22]=[CH:21][CH:20]=[CH:19][CH:18]=2)[C:12]([Cl:23])=[CH:11][C:10]=1[C:24]1[O:28][N:27]=[C:26]([C:29]([NH2:31])=O)[C:25]=1[C:32]1[CH:37]=[CH:36][C:35]([F:38])=[CH:34][CH:33]=1)[C:2]1[CH:7]=[CH:6][CH:5]=[CH:4][CH:3]=1. The catalyst is C1COCC1. The product is [CH2:1]([O:8][C:9]1[CH:14]=[C:13]([O:15][CH2:16][C:17]2[CH:18]=[CH:19][CH:20]=[CH:21][CH:22]=2)[C:12]([Cl:23])=[CH:11][C:10]=1[C:24]1[O:28][N:27]=[C:26]([CH2:29][NH2:31])[C:25]=1[C:32]1[CH:37]=[CH:36][C:35]([F:38])=[CH:34][CH:33]=1)[C:2]1[CH:7]=[CH:6][CH:5]=[CH:4][CH:3]=1. The yield is 0.770. (3) The reactants are [C:1]([O:5][C:6]([N:8]1[CH2:13][CH:12]=[C:11]([C:14]2[CH:19]=[C:18]([C:20]([O:22][CH3:23])=[O:21])[C:17](Br)=[CH:16][C:15]=2[CH2:25][O:26][C:27]2[CH:32]=[CH:31][CH:30]=[CH:29][C:28]=2[C:33]([F:36])([F:35])[F:34])[CH2:10][CH2:9]1)=[O:7])([CH3:4])([CH3:3])[CH3:2].[O:37]1[CH:41]=[CH:40][C:39](B(O)O)=[CH:38]1.P([O-])([O-])([O-])=O.[K+].[K+].[K+]. The catalyst is COCCOC.[Pd](Cl)Cl.C1(P(C2C=CC=CC=2)[C-]2C=CC=C2)C=CC=CC=1.[C-]1(P(C2C=CC=CC=2)C2C=CC=CC=2)C=CC=C1.[Fe+2]. The product is [C:1]([O:5][C:6]([N:8]1[CH2:13][CH:12]=[C:11]([C:14]2[CH:19]=[C:18]([C:20]([O:22][CH3:23])=[O:21])[C:17]([C:39]3[CH:40]=[CH:41][O:37][CH:38]=3)=[CH:16][C:15]=2[CH2:25][O:26][C:27]2[CH:32]=[CH:31][CH:30]=[CH:29][C:28]=2[C:33]([F:36])([F:35])[F:34])[CH2:10][CH2:9]1)=[O:7])([CH3:4])([CH3:3])[CH3:2]. The yield is 0.820. (4) The reactants are [S:1]([NH:11][N:12]=[C:13]1[C:30]2[CH:29]=[C:28]([O:31]C(=O)C)[CH:27]=[CH:26][C:25]=2[C@@H:24]2[C@H:15]([C@H:16]3[C@@:20]([CH2:22][CH2:23]2)([CH3:21])[C@@H:19]([O:35]C(=O)C)[CH2:18][CH2:17]3)[CH2:14]1)([C:4]1[CH:10]=[CH:9][C:7]([CH3:8])=[CH:6][CH:5]=1)(=[O:3])=[O:2].[OH-].[K+]. The catalyst is CO. The product is [S:1]([NH:11][N:12]=[C:13]1[C:30]2[CH:29]=[C:28]([OH:31])[CH:27]=[CH:26][C:25]=2[C@@H:24]2[C@H:15]([C@H:16]3[C@@:20]([CH2:22][CH2:23]2)([CH3:21])[C@@H:19]([OH:35])[CH2:18][CH2:17]3)[CH2:14]1)([C:4]1[CH:10]=[CH:9][C:7]([CH3:8])=[CH:6][CH:5]=1)(=[O:3])=[O:2]. The yield is 1.00.